Predict the reaction yield, written as a fraction of the theoretical maximum amount of product (1.0 means a 100% yield; for example, 0.34 means a 34% yield). From a dataset of Reaction yield outcomes from USPTO patents with 853,638 reactions. (1) The reactants are C1(C)C(S([N:10]2[CH:14]=[CH:13][CH:12]=[C:11]2[C:15](=[O:36])[C:16]2[CH:21]=[C:20]([NH:22]C(=O)C(F)(F)F)[CH:19]=[C:18]([NH:29]C(=O)C(F)(F)F)[CH:17]=2)(=O)=O)=CC=CC=1.[OH-].[K+]. The catalyst is CCO. The product is [NH2:29][C:18]1[CH:17]=[C:16]([CH:21]=[C:20]([NH2:22])[CH:19]=1)[C:15]([C:11]1[NH:10][CH:14]=[CH:13][CH:12]=1)=[O:36]. The yield is 0.650. (2) The yield is 0.0400. The catalyst is [Cu]I.Cl[Pd](Cl)([P](C1C=CC=CC=1)(C1C=CC=CC=1)C1C=CC=CC=1)[P](C1C=CC=CC=1)(C1C=CC=CC=1)C1C=CC=CC=1.CN(C=O)C. The product is [CH3:10][C:7]1[C:8]2=[C:13]3[C:14](=[C:20]([NH2:21])[N:24]=[C:9]2[CH:4]=[CH:5][CH:6]=1)[N:15]=[CH:16][CH:17]=[CH:18]3.[Cl:12][C:13]1[C:14]([C:20]#[N:21])=[N:15][CH:16]=[C:17]([C:11]#[C:10][C:7]2[CH:8]=[CH:9][C:4]([O:3][CH2:1][CH3:2])=[CH:5][CH:6]=2)[CH:18]=1. The reactants are [CH2:1]([O:3][C:4]1[CH:9]=[CH:8][C:7]([C:10]#[CH:11])=[CH:6][CH:5]=1)[CH3:2].[Cl:12][C:13]1[C:14]([C:20]#[N:21])=[N:15][CH:16]=[C:17](Cl)[CH:18]=1.C([N:24](CC)CC)C.